Dataset: Full USPTO retrosynthesis dataset with 1.9M reactions from patents (1976-2016). Task: Predict the reactants needed to synthesize the given product. (1) Given the product [F:21][C:22]1([F:27])[CH2:26][CH2:25][N:24]([C:2]2[C:12]3[O:11][CH2:10][CH2:9][N:8]([C:13]([O:15][C:16]([CH3:19])([CH3:18])[CH3:17])=[O:14])[CH2:7][C:6]=3[CH:5]=[CH:4][CH:3]=2)[CH2:23]1, predict the reactants needed to synthesize it. The reactants are: Br[C:2]1[C:12]2[O:11][CH2:10][CH2:9][N:8]([C:13]([O:15][C:16]([CH3:19])([CH3:18])[CH3:17])=[O:14])[CH2:7][C:6]=2[CH:5]=[CH:4][CH:3]=1.Cl.[F:21][C:22]1([F:27])[CH2:26][CH2:25][NH:24][CH2:23]1.CC(C)([O-])C.[Na+].O. (2) Given the product [CH:20]([NH:1][C@H:4]1[CH2:7][C@H:6]([CH2:8][NH:9][C:10](=[O:16])[O:11][C:12]([CH3:15])([CH3:14])[CH3:13])[CH2:5]1)([CH3:22])[CH3:19], predict the reactants needed to synthesize it. The reactants are: [N:1]([C@H:4]1[CH2:7][C@H:6]([CH2:8][NH:9][C:10](=[O:16])[O:11][C:12]([CH3:15])([CH3:14])[CH3:13])[CH2:5]1)=[N+]=[N-].C=O.[CH3:19][C:20]([CH3:22])=O. (3) Given the product [F:10][C:11]1[C:12]([C:27]2[CH:32]=[CH:31][CH:30]=[CH:29][CH:28]=2)=[C:13]([CH3:26])[C:14]([C:24]#[N:25])=[C:15]2[C:19]=1[O:18][C:17]([C:20]([F:7])([CH3:22])[CH3:21])=[N:16]2, predict the reactants needed to synthesize it. The reactants are: C(N(S(F)(F)[F:7])CC)C.[F:10][C:11]1[C:12]([C:27]2[CH:32]=[CH:31][CH:30]=[CH:29][CH:28]=2)=[C:13]([CH3:26])[C:14]([C:24]#[N:25])=[C:15]2[C:19]=1[O:18][C:17]([C:20](O)([CH3:22])[CH3:21])=[N:16]2.C(=O)([O-])O.[Na+]. (4) Given the product [Cl:1][C:2]1[CH:3]=[C:4]([CH:5]=[C:6]([CH2:7][OH:8])[CH:11]=1)[C:12]([O:14][CH3:15])=[O:13], predict the reactants needed to synthesize it. The reactants are: [Cl:1][C:2]1[CH:3]=[C:4]([C:12]([O:14][CH3:15])=[O:13])[CH:5]=[C:6]([CH:11]=1)[C:7](OC)=[O:8].[BH4-].[Na+]. (5) The reactants are: [CH2:1]([NH:3][C:4]([NH:6][C:7]1[CH:12]=[C:11]([C:13]2[S:14][CH:15]=[C:16]([C:18]([F:21])([F:20])[F:19])[N:17]=2)[C:10](B2OC(C)(C)C(C)(C)O2)=[CH:9][N:8]=1)=[O:5])[CH3:2].C(=O)([O-])[O-].[K+].[K+].Br[C:38]1[CH:39]=[N+:40]([O-:50])[CH:41]=[C:42]([C:44]2[O:45][C:46]([CH3:49])=[N:47][N:48]=2)[CH:43]=1.C(#N)C. Given the product [CH2:1]([NH:3][C:4](=[O:5])[NH:6][C:7]1[N:8]=[CH:9][C:10]([C:38]2[CH:39]=[N+:40]([O-:50])[CH:41]=[C:42]([C:44]3[O:45][C:46]([CH3:49])=[N:47][N:48]=3)[CH:43]=2)=[C:11]([C:13]2[S:14][CH:15]=[C:16]([C:18]([F:19])([F:20])[F:21])[N:17]=2)[CH:12]=1)[CH3:2], predict the reactants needed to synthesize it. (6) Given the product [CH3:1][O:2][C:3]([C:5]1[C:10]([Cl:11])=[C:9]([OH:27])[N:8]=[C:7]([C:13]2[CH:18]=[CH:17][C:16]([Cl:19])=[C:15]([O:20][CH3:21])[C:14]=2[F:22])[N:6]=1)=[O:4], predict the reactants needed to synthesize it. The reactants are: [CH3:1][O:2][C:3]([C:5]1[C:10]([Cl:11])=[C:9](N)[N:8]=[C:7]([C:13]2[CH:18]=[CH:17][C:16]([Cl:19])=[C:15]([O:20][CH3:21])[C:14]=2[F:22])[N:6]=1)=[O:4].C(#N)C.N([O-])=[O:27].[Na+]. (7) Given the product [C:1]([O:5][C:6](=[O:23])[CH2:7][CH2:8][N:9]([C:13]1[C:18]([NH2:19])=[CH:17][N:16]=[C:15]([Cl:22])[N:14]=1)[CH:10]([CH3:12])[CH3:11])([CH3:3])([CH3:4])[CH3:2], predict the reactants needed to synthesize it. The reactants are: [C:1]([O:5][C:6](=[O:23])[CH2:7][CH2:8][N:9]([C:13]1[C:18]([N+:19]([O-])=O)=[CH:17][N:16]=[C:15]([Cl:22])[N:14]=1)[CH:10]([CH3:12])[CH3:11])([CH3:4])([CH3:3])[CH3:2].[H][H]. (8) Given the product [Cl:23][C:15]1[CH:16]=[CH:17][N:12]2[N:11]=[CH:10][C:9]([C:5]3[CH:6]=[CH:7][CH:8]=[C:3]([C:2]([F:20])([F:19])[F:1])[CH:4]=3)=[C:13]2[N:14]=1, predict the reactants needed to synthesize it. The reactants are: [F:1][C:2]([F:20])([F:19])[C:3]1[CH:4]=[C:5]([C:9]2[CH:10]=[N:11][N:12]3[CH:17]=[CH:16][C:15](=O)[NH:14][C:13]=23)[CH:6]=[CH:7][CH:8]=1.O=P(Cl)(Cl)[Cl:23].